This data is from Full USPTO retrosynthesis dataset with 1.9M reactions from patents (1976-2016). The task is: Predict the reactants needed to synthesize the given product. (1) Given the product [C:1]([O:5][C:6]([N:8]1[C:12]2=[C:13]([Cl:20])[N:14]=[CH:15][C:16]([C:17](=[O:19])[NH:26][CH2:25][CH:22]3[CH2:24][CH2:23]3)=[C:11]2[C:10]([CH3:21])=[CH:9]1)=[O:7])([CH3:4])([CH3:3])[CH3:2], predict the reactants needed to synthesize it. The reactants are: [C:1]([O:5][C:6]([N:8]1[C:12]2[C:13]([Cl:20])=[N:14][CH:15]=[C:16]([C:17]([OH:19])=O)[C:11]=2[C:10]([CH3:21])=[CH:9]1)=[O:7])([CH3:4])([CH3:3])[CH3:2].[CH:22]1([CH2:25][NH2:26])[CH2:24][CH2:23]1. (2) Given the product [Cl:8][C:9]1[NH:10][C:11]([NH2:22])=[C:12]2[C:16]([N:17]=1)=[N:15][CH:14]=[N:13]2, predict the reactants needed to synthesize it. The reactants are: C(O)(C(F)(F)F)=O.[Cl:8][C:9]1[N:17]=[C:16]2[C:12]([NH:13][CH:14]=[N:15]2)=[C:11](Cl)[N:10]=1.C([N:22](CC)C(C)C)(C)C. (3) Given the product [CH2:1]([O:3][C:4](=[O:21])[CH2:5][C:6]1[CH:11]=[CH:10][CH:9]=[C:8]([NH:12][C:13]([C:15]2[O:16][C:17]([C:27]3[CH:28]=[CH:29][C:24]([O:23][CH3:22])=[CH:25][CH:26]=3)=[CH:18][CH:19]=2)=[O:14])[CH:7]=1)[CH3:2], predict the reactants needed to synthesize it. The reactants are: [CH2:1]([O:3][C:4](=[O:21])[CH2:5][C:6]1[CH:11]=[CH:10][CH:9]=[C:8]([NH:12][C:13]([C:15]2[O:16][C:17](Br)=[CH:18][CH:19]=2)=[O:14])[CH:7]=1)[CH3:2].[CH3:22][O:23][C:24]1[CH:29]=[CH:28][C:27](B(O)O)=[CH:26][CH:25]=1.C(=O)([O-])[O-].[K+].[K+]. (4) The reactants are: Cl[C:2]1[N:7]=[C:6]([C:8]([NH2:10])=[O:9])[CH:5]=[CH:4][N:3]=1.[Br:11][C:12]1[C:13]([F:21])=[C:14](B(O)O)[CH:15]=[CH:16][CH:17]=1. Given the product [Br:11][C:12]1[C:13]([F:21])=[C:14]([C:2]2[N:7]=[C:6]([C:8]([NH2:10])=[O:9])[CH:5]=[CH:4][N:3]=2)[CH:15]=[CH:16][CH:17]=1, predict the reactants needed to synthesize it. (5) Given the product [Cl:18][C:15]1[CH:16]=[CH:17][C:12]([CH:8]([C:9]#[N:10])[C:5]2[CH:6]=[CH:7][C:2]([F:1])=[CH:3][CH:4]=2)=[N:13][CH:14]=1, predict the reactants needed to synthesize it. The reactants are: [F:1][C:2]1[CH:7]=[CH:6][C:5]([CH2:8][C:9]#[N:10])=[CH:4][CH:3]=1.Cl[C:12]1[CH:17]=[CH:16][C:15]([Cl:18])=[CH:14][N:13]=1.CC1C=CC(S([O-])=O)=CC=1.[Na+].[H-].[Na+]. (6) Given the product [CH3:15][O:14][C:13]1[CH:9]([CH2:7][CH:6]([CH3:8])[CH2:17][SH:18])[O:10][C:11](=[O:16])[CH:12]=1, predict the reactants needed to synthesize it. The reactants are: [Li+].CC([N-][CH:6]([CH3:8])[CH3:7])C.[CH3:9][O:10][C:11](=[O:16])/[CH:12]=[CH:13]/[O:14][CH3:15].[CH3:17][S:18]C(C)CC=O.Cl.